This data is from Reaction yield outcomes from USPTO patents with 853,638 reactions. The task is: Predict the reaction yield, written as a fraction of the theoretical maximum amount of product (1.0 means a 100% yield; for example, 0.34 means a 34% yield). (1) The reactants are [F:1][C:2]1[C:3]([F:15])=[C:4]([CH2:13]O)[C:5]2[O:9][C:8]([CH3:11])([CH3:10])[CH2:7][C:6]=2[CH:12]=1.O=S(Cl)[Cl:18]. The catalyst is ClCCl. The product is [Cl:18][CH2:13][C:4]1[C:5]2[O:9][C:8]([CH3:11])([CH3:10])[CH2:7][C:6]=2[CH:12]=[C:2]([F:1])[C:3]=1[F:15]. The yield is 0.990. (2) The reactants are Cl.C(OC([N:9]1[CH:14]([C:15]2[NH:19][C:18]3[CH:20]=[C:21]([C:24]4[CH:25]=[CH:26][C:27]5[C:31]6[CH:32]=[CH:33][C:34]([C:36]7[NH:37][C:38]([CH:41]8[CH2:45][CH2:44][CH2:43][N:42]8C(OC(C)(C)C)=O)=[N:39][CH:40]=7)=[CH:35][C:30]=6[S:29][C:28]=5[CH:53]=4)[CH:22]=[CH:23][C:17]=3[N:16]=2)[CH:13]2[CH2:54][CH:10]1[CH2:11][CH2:12]2)=O)(C)(C)C.[CH3:55][O:56][C:57]([NH:59][CH:60]([CH:64]([CH3:66])[CH3:65])[C:61](O)=[O:62])=[O:58].C[N:68]1[CH2:73][CH2:72][O:71]CC1.CN(C(ON1N=N[C:84]2[CH:85]=CC=N[C:83]1=2)=[N+](C)C)C.F[P-](F)(F)(F)(F)F.[C:98]([O:101][CH2:102]C)(=[O:100])C. The catalyst is O1CCOCC1.C(Cl)Cl. The product is [CH3:102][O:101][C:98](=[O:100])[NH:68][CH:73]([C:72]([N:42]1[CH2:43][CH2:44][CH2:45][CH:41]1[C:38]1[NH:37][C:36]([C:34]2[CH:33]=[CH:32][C:31]3[C:27]4[CH:26]=[CH:25][C:24]([C:21]5[CH:22]=[CH:23][C:17]6[N:16]=[C:15]([CH:14]7[CH:13]8[CH2:54][CH:10]([CH2:11][CH2:12]8)[N:9]7[C:61](=[O:62])[CH:60]([NH:59][C:57]([O:56][CH3:55])=[O:58])[CH:64]([CH3:66])[CH3:65])[NH:19][C:18]=6[CH:20]=5)=[CH:53][C:28]=4[S:29][C:30]=3[CH:35]=2)=[CH:40][N:39]=1)=[O:71])[CH:84]([CH3:85])[CH3:83]. The yield is 0.590. (3) The catalyst is C1COCC1.CN(C1C=CN=CC=1)C. The yield is 0.650. The product is [CH2:38]([O:27][C:26](=[O:28])[CH2:25][O:24][CH2:23][CH2:22][N:19]1[CH2:18][CH2:17][N:16]([CH:9]([C:10]2[CH:15]=[CH:14][CH:13]=[CH:12][CH:11]=2)[CH2:8][O:7][CH2:6][C:5]2[CH:29]=[C:30]([C:32]([F:33])([F:34])[F:35])[CH:31]=[C:3]([C:2]([F:1])([F:36])[F:37])[CH:4]=2)[CH2:21][CH2:20]1)[CH:39]([CH3:41])[CH3:40]. The reactants are [F:1][C:2]([F:37])([F:36])[C:3]1[CH:4]=[C:5]([CH:29]=[C:30]([C:32]([F:35])([F:34])[F:33])[CH:31]=1)[CH2:6][O:7][CH2:8][CH:9]([N:16]1[CH2:21][CH2:20][N:19]([CH2:22][CH2:23][O:24][CH2:25][C:26]([OH:28])=[O:27])[CH2:18][CH2:17]1)[C:10]1[CH:15]=[CH:14][CH:13]=[CH:12][CH:11]=1.[CH2:38](O)[CH:39]([CH3:41])[CH3:40].CCN=C=NCCCN(C)C. (4) The reactants are [C:1]([O:5][C:6]([N:8]1[CH2:12][CH2:11][CH2:10][C@H:9]1[C:13]#[CH:14])=[O:7])([CH3:4])([CH3:3])[CH3:2].Br[C:16]1[CH:17]=[CH:18][CH:19]=[N:20][CH:21]=1. The catalyst is C1C=CC([P]([Pd]([P](C2C=CC=CC=2)(C2C=CC=CC=2)C2C=CC=CC=2)([P](C2C=CC=CC=2)(C2C=CC=CC=2)C2C=CC=CC=2)[P](C2C=CC=CC=2)(C2C=CC=CC=2)C2C=CC=CC=2)(C2C=CC=CC=2)C2C=CC=CC=2)=CC=1.C([O-])(=O)C.[Pd+2].C([O-])(=O)C.[Cu]I. The product is [C:1]([O:5][C:6]([N:8]1[CH2:12][CH2:11][CH2:10][C@H:9]1[C:13]#[C:14][C:18]1[CH:19]=[N:20][CH:21]=[CH:16][CH:17]=1)=[O:7])([CH3:4])([CH3:3])[CH3:2]. The yield is 0.710. (5) The reactants are [CH3:1][C:2]1[O:3][C:4]2[C:10]([C:11](OCC)=[O:12])=[CH:9][CH:8]=[CH:7][C:5]=2[N:6]=1.[H-].[Al+3].[Li+].[H-].[H-].[H-]. The catalyst is O1CCCC1. The product is [CH3:1][C:2]1[O:3][C:4]2[C:10]([CH2:11][OH:12])=[CH:9][CH:8]=[CH:7][C:5]=2[N:6]=1. The yield is 0.680. (6) The reactants are [Cl:1][C:2]1[CH:7]=[CH:6][C:5]([NH:8][C:9](=[O:14])[C:10]([CH3:13])([CH3:12])[CH3:11])=[CH:4][C:3]=1[C:15]([F:18])([F:17])[F:16].[CH2:19]([Li])CCC.IC. The catalyst is C1COCC1.O.CCOCC. The product is [Cl:1][C:2]1[CH:7]=[CH:6][C:5]([NH:8][C:9](=[O:14])[C:10]([CH3:11])([CH3:12])[CH3:13])=[C:4]([CH3:19])[C:3]=1[C:15]([F:16])([F:17])[F:18]. The yield is 0.670. (7) The reactants are [C:1]([Si:5]([O:8][CH2:9][CH2:10][CH2:11][CH2:12][CH2:13][CH2:14]Cl)([CH3:7])[CH3:6])([CH3:4])([CH3:3])[CH3:2].BrCCBr.[CH3:20][Si:21]([CH3:31])([CH3:30])[C:22]#[C:23][CH2:24][CH2:25][CH2:26][CH2:27][CH:28]=[O:29].C(O)CCCCC#C.C[Si](C)(C)C#CCCCCCO. The catalyst is C1COCC1.BrCCBr. The product is [Si:5]([O:8][CH2:9][CH2:10][CH2:11][CH2:12][CH2:13][CH2:14][CH:28]([OH:29])[CH2:27][CH2:26][CH2:25][CH2:24][C:23]#[C:22][Si:21]([CH3:31])([CH3:30])[CH3:20])([C:1]([CH3:4])([CH3:3])[CH3:2])([CH3:7])[CH3:6]. The yield is 0.420.